Dataset: Full USPTO retrosynthesis dataset with 1.9M reactions from patents (1976-2016). Task: Predict the reactants needed to synthesize the given product. (1) The reactants are: [CH2:1]([N:3]1[C:7]([O:8][C:9]2[CH:14]=[CH:13][C:12]([CH:15]=[O:16])=[CH:11][CH:10]=2)=[CH:6][C:5]([C:17]2[CH:18]=[C:19]([C:23]([NH:26][S:27]([CH2:30][C:31]([F:34])([F:33])[F:32])(=[O:29])=[O:28])([CH3:25])[CH3:24])[CH:20]=[CH:21][CH:22]=2)=[N:4]1)[CH3:2].C(=O)([O-])[O-].[K+].[K+].CC1C=CC(S([CH2:51][N+:52]#[C-:53])(=O)=O)=CC=1.[N+](CS(C1C=CC(C)=CC=1)(=O)=O)#[C-]. Given the product [CH2:1]([N:3]1[C:7]([O:8][C:9]2[CH:10]=[CH:11][C:12]([C:15]3[O:16][CH:53]=[N:52][CH:51]=3)=[CH:13][CH:14]=2)=[CH:6][C:5]([C:17]2[CH:18]=[C:19]([C:23]([NH:26][S:27]([CH2:30][C:31]([F:34])([F:32])[F:33])(=[O:28])=[O:29])([CH3:25])[CH3:24])[CH:20]=[CH:21][CH:22]=2)=[N:4]1)[CH3:2], predict the reactants needed to synthesize it. (2) The reactants are: [CH3:1][O:2][C:3]1[CH:8]=[CH:7][C:6]([S:9]([N:12]2[CH2:17][CH2:16][N:15]([CH2:18][C:19](O)=[O:20])[CH2:14][CH2:13]2)(=[O:11])=[O:10])=[CH:5][CH:4]=1.CN(C(ON1N=NC2C=CC=NC1=2)=[N+](C)C)C.F[P-](F)(F)(F)(F)F.CCN(C(C)C)C(C)C.[C:55]([NH2:64])(=[O:63])[C:56]1[C:57](=[CH:59][CH:60]=[CH:61][CH:62]=1)[NH2:58]. Given the product [CH3:1][O:2][C:3]1[CH:4]=[CH:5][C:6]([S:9]([N:12]2[CH2:13][CH2:14][N:15]([CH2:18][C:19]([NH:58][C:57]3[CH:59]=[CH:60][CH:61]=[CH:62][C:56]=3[C:55]([NH2:64])=[O:63])=[O:20])[CH2:16][CH2:17]2)(=[O:11])=[O:10])=[CH:7][CH:8]=1, predict the reactants needed to synthesize it. (3) Given the product [IH:24].[N:1]1([CH2:6][CH2:7][N:8]2[C:12]3[CH:13]=[CH:14][CH:15]=[CH:16][C:11]=3[N:10]=[C:9]2[N:17]2[CH2:23][CH2:22][CH2:21][NH:20][CH2:19][CH2:18]2)[CH:5]=[N:4][N:3]=[N:2]1, predict the reactants needed to synthesize it. The reactants are: [N:1]1([CH2:6][CH2:7][N:8]2[C:12]3[CH:13]=[CH:14][CH:15]=[CH:16][C:11]=3[N:10]=[C:9]2[N:17]2[CH2:23][CH2:22][CH2:21][NH:20][CH2:19][CH2:18]2)[CH:5]=[N:4][N:3]=[N:2]1.[IH:24]. (4) The reactants are: [Cl:1][C:2]1[CH:3]=[CH:4][C:5]2[N:6]([C:8]([C:11]([C:14]3[CH:15]=[C:16]4[C:21](=[CH:22][C:23]=3[F:24])[N:20]=[CH:19][CH:18]=[CH:17]4)(O)[CH3:12])=[CH:9][N:10]=2)[N:7]=1.[PH2](=O)O.II. Given the product [Cl:1][C:2]1[CH:3]=[CH:4][C:5]2[N:6]([C:8]([CH:11]([C:14]3[CH:15]=[C:16]4[C:21](=[CH:22][C:23]=3[F:24])[N:20]=[CH:19][CH:18]=[CH:17]4)[CH3:12])=[CH:9][N:10]=2)[N:7]=1, predict the reactants needed to synthesize it. (5) Given the product [CH3:21][N:19]1[C:20]2[C:15](=[CH:14][CH:13]=[C:12]([O:23][CH3:24])[C:11]=2[CH2:10][CH2:9][N:6]2[CH2:7][CH2:8][CH:3]([NH:2][CH2:36][C:34]3[CH:33]=[CH:32][C:29]4[S:30][CH2:31][C:26](=[O:25])[NH:27][C:28]=4[N:35]=3)[CH2:4][CH2:5]2)[CH:16]=[CH:17][C:18]1=[O:22], predict the reactants needed to synthesize it. The reactants are: Cl.[NH2:2][CH:3]1[CH2:8][CH2:7][N:6]([CH2:9][CH2:10][C:11]2[C:12]([O:23][CH3:24])=[CH:13][CH:14]=[C:15]3[C:20]=2[N:19]([CH3:21])[C:18](=[O:22])[CH:17]=[CH:16]3)[CH2:5][CH2:4]1.[O:25]=[C:26]1[CH2:31][S:30][C:29]2[CH:32]=[CH:33][C:34]([CH:36]=O)=[N:35][C:28]=2[NH:27]1.C(=O)(O)[O-].[Na+].S([O-])([O-])(=O)=O.[Na+].[Na+].C(O[BH-](OC(=O)C)OC(=O)C)(=O)C.[Na+].